Dataset: Full USPTO retrosynthesis dataset with 1.9M reactions from patents (1976-2016). Task: Predict the reactants needed to synthesize the given product. (1) The reactants are: Br[C:2]1[CH:7]=[CH:6][CH:5]=[CH:4][C:3]=1[O:8][CH2:9][C:10]1[CH:15]=[CH:14][CH:13]=[CH:12][CH:11]=1.[N:16]1[CH:21]=[CH:20][C:19](B(O)O)=[CH:18][CH:17]=1.C1(P(C2C=CC=CC=2)C2C=CC=CC=2)C=CC=CC=1.C(=O)([O-])[O-].[Cs+].[Cs+]. Given the product [CH2:9]([O:8][C:3]1[CH:4]=[CH:5][CH:6]=[CH:7][C:2]=1[C:19]1[CH:20]=[CH:21][N:16]=[CH:17][CH:18]=1)[C:10]1[CH:15]=[CH:14][CH:13]=[CH:12][CH:11]=1, predict the reactants needed to synthesize it. (2) Given the product [CH:11]([NH:13][C@H:14]([C@H:20]([OH:36])[CH2:21][CH2:22][CH2:23][CH2:24][CH2:25][CH2:26][CH2:27][CH2:28][CH2:29][CH2:30][CH2:31][CH2:32][CH2:33][CH2:34][CH3:35])[C:15]([O:17][CH2:18][CH3:19])=[O:16])=[O:12], predict the reactants needed to synthesize it. The reactants are: C(N(CC)CC)C.C(O)=O.[CH:11]([NH:13][CH:14]([C:20](=[O:36])[CH2:21][CH2:22][CH2:23][CH2:24][CH2:25][CH2:26][CH2:27][CH2:28][CH2:29][CH2:30][CH2:31][CH2:32][CH2:33][CH2:34][CH3:35])[C:15]([O:17][CH2:18][CH3:19])=[O:16])=[O:12].